From a dataset of Catalyst prediction with 721,799 reactions and 888 catalyst types from USPTO. Predict which catalyst facilitates the given reaction. (1) Reactant: [C:1]([C:4]1[CH:37]=[CH:36][C:7]2[NH:8][C:9]([C:11]3[CH:12]=[C:13]([C:29]([CH3:35])([CH3:34])[C:30]([O:32]C)=[O:31])[CH:14]=[C:15]([C:18]4[CH:23]=[C:22]([S:24](=[O:27])(=[O:26])[NH2:25])[CH:21]=[CH:20][C:19]=4[OH:28])[C:16]=3[OH:17])=[N:10][C:6]=2[CH:5]=1)(=[NH:3])[NH2:2].Cl.N1C=CC=CC=1. Product: [C:1]([C:4]1[CH:37]=[CH:36][C:7]2[NH:8][C:9]([C:11]3[CH:12]=[C:13]([C:29]([CH3:34])([CH3:35])[C:30]([OH:32])=[O:31])[CH:14]=[C:15]([C:18]4[CH:23]=[C:22]([S:24](=[O:26])(=[O:27])[NH2:25])[CH:21]=[CH:20][C:19]=4[OH:28])[C:16]=3[OH:17])=[N:10][C:6]=2[CH:5]=1)(=[NH:2])[NH2:3]. The catalyst class is: 144. (2) Reactant: [Na].[C:2]1([S:8]([OH:11])(=[O:10])=O)[CH:7]=[CH:6][CH:5]=[CH:4][CH:3]=1.[CH3:12][C:13]1([CH3:20])[CH2:18][CH2:17][C:16](=[O:19])[CH:15]=[CH:14]1.Cl. Product: [CH3:12][C:13]1([CH3:20])[CH2:18][CH2:17][C:16](=[O:19])[CH2:15][CH:14]1[S:8]([C:2]1[CH:3]=[CH:4][CH:5]=[CH:6][CH:7]=1)(=[O:10])=[O:11]. The catalyst class is: 6. (3) Reactant: [N+:1]([C:4]1[CH:8]=[N:7][NH:6][C:5]=1[NH2:9])([O-:3])=[O:2].[CH3:10][N:11]([C:21]1[CH:26]=[CH:25][CH:24]=[C:23]([C:27](=O)[CH:28]=[CH:29]N(C)C)[CH:22]=1)[S:12]([C:15]1[CH:20]=[CH:19][CH:18]=[CH:17][CH:16]=1)(=[O:14])=[O:13].C(OCC)(=O)C. The catalyst class is: 15. Product: [CH3:10][N:11]([C:21]1[CH:26]=[CH:25][CH:24]=[C:23]([C:27]2[N:6]3[N:7]=[CH:8][C:4]([N+:1]([O-:3])=[O:2])=[C:5]3[N:9]=[CH:29][CH:28]=2)[CH:22]=1)[S:12]([C:15]1[CH:16]=[CH:17][CH:18]=[CH:19][CH:20]=1)(=[O:13])=[O:14]. (4) Reactant: O[C:2]([CH3:9])(C)[C:3]([O:5][CH2:6][CH3:7])=O.CS(C1C=C[C:17]([S:20]([CH3:23])(=[O:22])=[O:21])=[CH:16][N:15]=1)(=O)=O.[H-].[Na+]. Product: [CH2:6]([O:5][C:3]1[CH:2]=[CH:9][C:17]([S:20]([CH3:23])(=[O:22])=[O:21])=[CH:16][N:15]=1)[CH3:7]. The catalyst class is: 3. (5) Reactant: [NH2:1][C:2]1[C:7]2=[CH:8][CH:9]=[C:10]([CH:11]3[O:16][CH2:15][CH2:14][N:13]([C:17]([O:19][C:20]([CH3:23])([CH3:22])[CH3:21])=[O:18])[CH2:12]3)[N:6]2[N:5]=[CH:4][N:3]=1.[Br:24]N1C(C)(C)C(=O)N(Br)C1=O. Product: [NH2:1][C:2]1[C:7]2=[C:8]([Br:24])[CH:9]=[C:10]([CH:11]3[O:16][CH2:15][CH2:14][N:13]([C:17]([O:19][C:20]([CH3:23])([CH3:22])[CH3:21])=[O:18])[CH2:12]3)[N:6]2[N:5]=[CH:4][N:3]=1. The catalyst class is: 3. (6) Reactant: [O:1]1[C:5]2[CH:6]=[CH:7][CH:8]=[CH:9][C:4]=2[C:3]([NH:10][C:11]([N:13]2[CH2:18][CH2:17][NH:16][CH2:15][CH2:14]2)=[O:12])=[N:2]1.[Cl:19][C:20]1[CH:34]=[CH:33][C:23]([O:24][C:25]2[CH:26]=[C:27]([CH:30]=[CH:31][CH:32]=2)[CH:28]=O)=[CH:22][CH:21]=1.CCN(CC)CC. Product: [O:1]1[C:5]2[CH:6]=[CH:7][CH:8]=[CH:9][C:4]=2[C:3]([NH:10][C:11]([N:13]2[CH2:18][CH2:17][N:16]([CH2:28][C:27]3[CH:30]=[CH:31][CH:32]=[C:25]([O:24][C:23]4[CH:33]=[CH:34][C:20]([Cl:19])=[CH:21][CH:22]=4)[CH:26]=3)[CH2:15][CH2:14]2)=[O:12])=[N:2]1. The catalyst class is: 1. (7) Product: [NH2:6][C:5]1[C:11]([N+:13]([O-:15])=[O:14])=[CH:12][C:2]([C:16]2[CH:21]=[CH:20][CH:19]=[CH:18][CH:17]=2)=[CH:3][C:4]=1[O:9][CH2:8][C:7]([OH:27])=[O:10]. The catalyst class is: 146. Reactant: Br[C:2]1[CH:12]=[C:11]([N+:13]([O-:15])=[O:14])[C:5]2[NH:6][C:7](=[O:10])[CH2:8][O:9][C:4]=2[CH:3]=1.[C:16]1(OB(O)O)[CH:21]=[CH:20][CH:19]=[CH:18][CH:17]=1.C(=O)([O-])[O-:27].[K+].[K+].O1CCOCC1. (8) The catalyst class is: 7. Product: [CH3:1][CH:26]([OH:27])[C@@:23]12[C@@H:22]3[C@H:13]([C@H:14]4[C@@:18]([CH2:20][CH2:21]3)([CH3:19])[C@@H:17]([OH:28])[CH2:16][CH2:15]4)[CH2:12][CH:11]=[C:10]1[CH2:9][C@@H:8]([OH:7])[CH2:25][CH2:24]2. Reactant: [CH3:1][Mg]I.C([O:7][C@H:8]1[CH2:25][CH2:24][C@@:23]2([CH:26]=[O:27])[C:10](=[CH:11][CH2:12][C@@H:13]3[C@@H:22]2[CH2:21][CH2:20][C@@:18]2([CH3:19])[C@H:14]3[CH2:15][CH2:16][C@@H:17]2[O:28]C(=O)C)[CH2:9]1)(=O)C.